Dataset: Reaction yield outcomes from USPTO patents with 853,638 reactions. Task: Predict the reaction yield, written as a fraction of the theoretical maximum amount of product (1.0 means a 100% yield; for example, 0.34 means a 34% yield). The reactants are O.[OH-].[Li+].C[O:5][C:6](=[O:31])[C:7]1[CH:12]=[CH:11][C:10]([CH2:13][CH2:14][CH2:15][C:16]([N:18]2[CH2:23][CH2:22][N:21]([CH2:24][CH2:25][C:26]([CH3:29])([CH3:28])[CH3:27])[CH2:20][CH2:19]2)=[O:17])=[C:9]([CH3:30])[CH:8]=1. The catalyst is C1COCC1.O. The product is [CH3:27][C:26]([CH3:29])([CH3:28])[CH2:25][CH2:24][N:21]1[CH2:22][CH2:23][N:18]([C:16](=[O:17])[CH2:15][CH2:14][CH2:13][C:10]2[CH:11]=[CH:12][C:7]([C:6]([OH:31])=[O:5])=[CH:8][C:9]=2[CH3:30])[CH2:19][CH2:20]1. The yield is 0.910.